From a dataset of Forward reaction prediction with 1.9M reactions from USPTO patents (1976-2016). Predict the product of the given reaction. (1) Given the reactants [NH2:1][C:2]1[C:11]2[C:6](=[CH:7][C:8]([N:12]3[C:20]4[CH2:19][C:18]([CH3:22])([CH3:21])[CH2:17][C:16](=[O:23])[C:15]=4[C:14]([CH3:24])=[CH:13]3)=[CH:9][CH:10]=2)[C:5]([C:25]#N)=[CH:4][N:3]=1.Cl.[OH-:28].[Na+].[OH2:30], predict the reaction product. The product is: [NH2:1][C:2]1[C:11]2[C:6](=[CH:7][C:8]([N:12]3[C:20]4[CH2:19][C:18]([CH3:22])([CH3:21])[CH2:17][C:16](=[O:23])[C:15]=4[C:14]([CH3:24])=[CH:13]3)=[CH:9][CH:10]=2)[C:5]([C:25]([OH:30])=[O:28])=[CH:4][N:3]=1. (2) Given the reactants [Cl:1][C:2]1[CH:7]=[C:6]([C:8]2[N:9]=[C:10]([NH:20][CH2:21][CH3:22])[S:11][C:12]=2[C:13]2[CH:18]=[CH:17][N:16]=[C:15](Cl)[N:14]=2)[CH:5]=[CH:4][N:3]=1.Cl.[Cl:24][C:25]1[CH:26]=[C:27]([NH2:39])[CH:28]=[CH:29][C:30]=1[O:31][CH2:32][CH2:33][N:34]1[CH2:38][CH2:37][CH2:36][CH2:35]1, predict the reaction product. The product is: [Cl:1][C:2]1[CH:7]=[C:6]([C:8]2[N:9]=[C:10]([NH:20][CH2:21][CH3:22])[S:11][C:12]=2[C:13]2[CH:18]=[CH:17][N:16]=[C:15]([NH:39][C:27]3[CH:28]=[CH:29][C:30]([O:31][CH2:32][CH2:33][N:34]4[CH2:35][CH2:36][CH2:37][CH2:38]4)=[C:25]([Cl:24])[CH:26]=3)[N:14]=2)[CH:5]=[CH:4][N:3]=1.